This data is from Forward reaction prediction with 1.9M reactions from USPTO patents (1976-2016). The task is: Predict the product of the given reaction. (1) Given the reactants [Br:1][CH2:2][C:3]1[CH:4]=[C:5]([CH:8]=[CH:9][C:10]=1Cl)[C:6]#[N:7].[F:12]C1C=C(C=C(CO)C=1)C#N.ClC1C=CC(C#N)=CC=1CO, predict the reaction product. The product is: [Br:1][CH2:2][C:3]1[CH:4]=[C:5]([CH:8]=[C:9]([F:12])[CH:10]=1)[C:6]#[N:7]. (2) The product is: [CH3:1][S:2]([C:5]1[CH:25]=[CH:24][C:8]([O:9][C:10]2[CH:11]=[C:12]([CH2:20][C:21]([NH:36][S:33]([CH2:30][CH2:31][CH3:32])(=[O:35])=[O:34])=[O:23])[CH:13]=[C:14]([C:16]([F:17])([F:18])[F:19])[CH:15]=2)=[C:7]([C:26]([F:28])([F:27])[F:29])[CH:6]=1)(=[O:4])=[O:3]. Given the reactants [CH3:1][S:2]([C:5]1[CH:25]=[CH:24][C:8]([O:9][C:10]2[CH:11]=[C:12]([CH2:20][C:21]([OH:23])=O)[CH:13]=[C:14]([C:16]([F:19])([F:18])[F:17])[CH:15]=2)=[C:7]([C:26]([F:29])([F:28])[F:27])[CH:6]=1)(=[O:4])=[O:3].[CH2:30]([S:33]([NH2:36])(=[O:35])=[O:34])[CH2:31][CH3:32], predict the reaction product.